Dataset: NCI-60 drug combinations with 297,098 pairs across 59 cell lines. Task: Regression. Given two drug SMILES strings and cell line genomic features, predict the synergy score measuring deviation from expected non-interaction effect. (1) Drug 1: C1CN1P(=S)(N2CC2)N3CC3. Drug 2: CC1=C(C(CCC1)(C)C)C=CC(=CC=CC(=CC(=O)O)C)C. Cell line: PC-3. Synergy scores: CSS=6.17, Synergy_ZIP=-2.65, Synergy_Bliss=0.898, Synergy_Loewe=-3.45, Synergy_HSA=-0.666. (2) Drug 1: CCCS(=O)(=O)NC1=C(C(=C(C=C1)F)C(=O)C2=CNC3=C2C=C(C=N3)C4=CC=C(C=C4)Cl)F. Drug 2: CCC1=C2CN3C(=CC4=C(C3=O)COC(=O)C4(CC)O)C2=NC5=C1C=C(C=C5)O. Cell line: SK-OV-3. Synergy scores: CSS=8.22, Synergy_ZIP=0.990, Synergy_Bliss=1.70, Synergy_Loewe=-36.0, Synergy_HSA=1.19.